From a dataset of Peptide-MHC class I binding affinity with 185,985 pairs from IEDB/IMGT. Regression. Given a peptide amino acid sequence and an MHC pseudo amino acid sequence, predict their binding affinity value. This is MHC class I binding data. (1) The binding affinity (normalized) is 0.0847. The peptide sequence is FTFERSKIK. The MHC is HLA-B57:01 with pseudo-sequence HLA-B57:01. (2) The peptide sequence is LVSAGIRKV. The MHC is HLA-B35:01 with pseudo-sequence HLA-B35:01. The binding affinity (normalized) is 0.